The task is: Predict the reactants needed to synthesize the given product.. This data is from Full USPTO retrosynthesis dataset with 1.9M reactions from patents (1976-2016). (1) Given the product [CH2:12]([CH:11]1[C:10]2[CH:9]=[C:8]([CH2:19][NH:20][S:21]([C:24]3[N:25]=[CH:26][N:27]([CH3:29])[CH:28]=3)(=[O:23])=[O:22])[CH:7]=[CH:6][C:5]=2[CH2:4][CH2:3][CH:2]1[N:1]1[CH2:37][CH2:38][CH2:39][C:40]1=[O:41])[C:13]1[CH:14]=[CH:15][CH:16]=[CH:17][CH:18]=1, predict the reactants needed to synthesize it. The reactants are: [NH2:1][CH:2]1[CH:11]([CH2:12][C:13]2[CH:18]=[CH:17][CH:16]=[CH:15][CH:14]=2)[C:10]2[CH:9]=[C:8]([CH2:19][NH:20][S:21]([C:24]3[N:25]=[CH:26][N:27]([CH3:29])[CH:28]=3)(=[O:23])=[O:22])[CH:7]=[CH:6][C:5]=2[CH2:4][CH2:3]1.N1C=CC=CC=1.Cl[CH2:37][CH2:38][CH2:39][C:40](Cl)=[O:41].[OH-].[Na+]. (2) Given the product [C:1]([C:5]1[C:9]([CH2:10][CH2:11][CH2:12][O:13][C:27]2[C:26]([CH2:24][CH3:25])=[CH:31][CH:30]=[CH:29][C:28]=2[CH2:32][C:33]([OH:35])=[O:34])=[CH:8][N:7]([C:14]2[CH:19]=[CH:18][C:17]([C:20]([F:21])([F:22])[F:23])=[CH:16][N:15]=2)[N:6]=1)([CH3:4])([CH3:2])[CH3:3], predict the reactants needed to synthesize it. The reactants are: [C:1]([C:5]1[C:9]([CH2:10][CH2:11][CH2:12][OH:13])=[CH:8][N:7]([C:14]2[CH:19]=[CH:18][C:17]([C:20]([F:23])([F:22])[F:21])=[CH:16][N:15]=2)[N:6]=1)([CH3:4])([CH3:3])[CH3:2].[CH2:24]([C:26]1[C:27](O)=[C:28]([CH2:32][C:33]([O:35]C)=[O:34])[CH:29]=[CH:30][CH:31]=1)[CH3:25].C(P(CCCC)CCCC)CCC.N(C(N1CCCCC1)=O)=NC(N1CCCCC1)=O. (3) Given the product [CH:10]1[C:11]2[CH:12]([CH2:14][O:15][C:16]([NH:18][C@H:19]([C:20]([O:22][CH3:37])=[O:21])[CH2:23][C:24]3[CH:25]=[CH:26][C:27]([C:30]([O:32][C:33]([CH3:36])([CH3:35])[CH3:34])=[O:31])=[CH:28][CH:29]=3)=[O:17])[C:13]3[C:5](=[CH:4][CH:3]=[CH:2][CH:1]=3)[C:6]=2[CH:7]=[CH:8][CH:9]=1, predict the reactants needed to synthesize it. The reactants are: [CH:1]1[C:13]2[CH:12]([CH2:14][O:15][C:16]([NH:18][C@@H:19]([CH2:23][C:24]3[CH:29]=[CH:28][C:27]([C:30]([O:32][C:33]([CH3:36])([CH3:35])[CH3:34])=[O:31])=[CH:26][CH:25]=3)[C:20]([OH:22])=[O:21])=[O:17])[C:11]3[C:6](=[CH:7][CH:8]=[CH:9][CH:10]=3)[C:5]=2[CH:4]=[CH:3][CH:2]=1.[CH3:37]N(C(ON1N=NC2C=CC=NC1=2)=[N+](C)C)C.F[P-](F)(F)(F)(F)F.CO.CN1CCOCC1. (4) Given the product [Br:1][C:2]1[CH:3]=[C:4]2[C:9](=[CH:10][CH:11]=1)[O:8][CH2:7][CH2:6][C:5]2=[NH:12], predict the reactants needed to synthesize it. The reactants are: [Br:1][C:2]1[CH:3]=[C:4]2[C:9](=[CH:10][CH:11]=1)[O:8][CH2:7][CH2:6][C:5]2=[N:12]S(C(C)(C)C)=O.Cl.